Task: Predict the reactants needed to synthesize the given product.. Dataset: Full USPTO retrosynthesis dataset with 1.9M reactions from patents (1976-2016) (1) Given the product [Br:17][CH2:18][CH:19]1[O:16][C:4]2[CH:5]=[C:6]([S:9]([C:12]([F:13])([F:14])[F:15])(=[O:10])=[O:11])[CH:7]=[CH:8][C:3]=2[CH2:2][O:1]1, predict the reactants needed to synthesize it. The reactants are: [OH:1][CH2:2][C:3]1[CH:8]=[CH:7][C:6]([S:9]([C:12]([F:15])([F:14])[F:13])(=[O:11])=[O:10])=[CH:5][C:4]=1[OH:16].[Br:17][CH2:18][CH:19](OC)OC.OS(O)(=O)=O. (2) Given the product [OH:24][C:25]1[CH:30]=[CH:29][C:28]([C:8]2[CH:23]=[CH:22][CH:21]=[C:10]([CH2:11][N:12]([CH3:20])[C:13](=[O:19])[O:14][C:15]([CH3:18])([CH3:17])[CH3:16])[CH:9]=2)=[CH:27][CH:26]=1, predict the reactants needed to synthesize it. The reactants are: C(=O)([O-])[O-].[K+].[K+].Br[C:8]1[CH:9]=[C:10]([CH:21]=[CH:22][CH:23]=1)[CH2:11][N:12]([CH3:20])[C:13](=[O:19])[O:14][C:15]([CH3:18])([CH3:17])[CH3:16].[OH:24][C:25]1[CH:30]=[CH:29][C:28](B(O)O)=[CH:27][CH:26]=1. (3) Given the product [CH3:21][C:22]1[CH:19]=[C:18]([CH2:17][N:3]2[C:4]3[C:9](=[CH:8][CH:7]=[CH:6][CH:5]=3)[N:10]=[C:11]([C:12]([O:14][CH2:15][CH3:16])=[O:13])[C:2]2=[O:1])[O:24][N:23]=1, predict the reactants needed to synthesize it. The reactants are: [O:1]=[C:2]1[C:11]([C:12]([O:14][CH2:15][CH3:16])=[O:13])=[N:10][C:9]2[C:4](=[CH:5][CH:6]=[CH:7][CH:8]=2)[N:3]1[CH2:17][C:18]#[CH:19].Cl[CH2:21][CH:22]=[N:23][OH:24].C(N(CC)CC)C. (4) The reactants are: ClC(Cl)(O[C:5](=[O:11])OC(Cl)(Cl)Cl)Cl.[NH2:13][C:14]1[CH:19]=[CH:18][C:17]([C:20]#[C:21][C:22]#[N:23])=[CH:16][CH:15]=1.C(N(CC)CC)C.[CH3:31][N:32]([CH3:37])[CH2:33][CH2:34][CH2:35][NH2:36]. Given the product [C:22]([C:21]#[C:20][C:17]1[CH:16]=[CH:15][C:14]([NH:13][C:5]([NH:36][CH2:35][CH2:34][CH2:33][N:32]([CH3:37])[CH3:31])=[O:11])=[CH:19][CH:18]=1)#[N:23], predict the reactants needed to synthesize it. (5) Given the product [Cl:1][C:2]1[CH:7]=[CH:6][C:5]([NH:8][C:9](=[O:12])[CH2:10][N:37]2[CH2:38][CH2:39][N:34]([C:29]3[CH:30]=[CH:31][CH:32]=[CH:33][N:28]=3)[CH2:35][CH2:36]2)=[C:4]([C:13](=[O:21])[C:14]2[CH:19]=[CH:18][CH:17]=[CH:16][C:15]=2[Cl:20])[CH:3]=1, predict the reactants needed to synthesize it. The reactants are: [Cl:1][C:2]1[CH:7]=[CH:6][C:5]([NH:8][C:9](=[O:12])[CH2:10]Cl)=[C:4]([C:13](=[O:21])[C:14]2[CH:19]=[CH:18][CH:17]=[CH:16][C:15]=2[Cl:20])[CH:3]=1.C(=O)([O-])[O-].[K+].[K+].[N:28]1[CH:33]=[CH:32][CH:31]=[CH:30][C:29]=1[N:34]1[CH2:39][CH2:38][NH:37][CH2:36][CH2:35]1. (6) The reactants are: [CH2:1]([S:8][C:9]1[CH:10]=[CH:11][C:12]([F:23])=[C:13]([C:15](=[O:22])/[CH:16]=[C:17](/[N:19]([CH3:21])C)\[CH3:18])[CH:14]=1)[C:2]1[CH:7]=[CH:6][CH:5]=[CH:4][CH:3]=1.[Br:24][C:25]1[C:31]([F:32])=[CH:30]C(N)=[C:27]([O:33][CH3:34])[CH:26]=1.C(O)(=O)C. Given the product [CH2:1]([S:8][C:9]1[CH:10]=[CH:11][C:12]([F:23])=[C:13]([C:15](=[O:22])/[CH:16]=[C:17](/[NH:19][C:21]2[CH:30]=[C:31]([F:32])[C:25]([Br:24])=[CH:26][C:27]=2[O:33][CH3:34])\[CH3:18])[CH:14]=1)[C:2]1[CH:3]=[CH:4][CH:5]=[CH:6][CH:7]=1, predict the reactants needed to synthesize it.